Dataset: Peptide-MHC class I binding affinity with 185,985 pairs from IEDB/IMGT. Task: Regression. Given a peptide amino acid sequence and an MHC pseudo amino acid sequence, predict their binding affinity value. This is MHC class I binding data. (1) The peptide sequence is STELIRRVR. The MHC is HLA-A68:01 with pseudo-sequence HLA-A68:01. The binding affinity (normalized) is 0.626. (2) The peptide sequence is KETLYRIDG. The MHC is HLA-B40:01 with pseudo-sequence HLA-B40:01. The binding affinity (normalized) is 0.00773.